Dataset: NCI-60 drug combinations with 297,098 pairs across 59 cell lines. Task: Regression. Given two drug SMILES strings and cell line genomic features, predict the synergy score measuring deviation from expected non-interaction effect. (1) Drug 1: CC1=C2C(C(=O)C3(C(CC4C(C3C(C(C2(C)C)(CC1OC(=O)C(C(C5=CC=CC=C5)NC(=O)OC(C)(C)C)O)O)OC(=O)C6=CC=CC=C6)(CO4)OC(=O)C)OC)C)OC. Drug 2: CNC(=O)C1=CC=CC=C1SC2=CC3=C(C=C2)C(=NN3)C=CC4=CC=CC=N4. Cell line: NCIH23. Synergy scores: CSS=51.0, Synergy_ZIP=11.4, Synergy_Bliss=11.0, Synergy_Loewe=-28.4, Synergy_HSA=10.5. (2) Drug 1: CC1=C(N=C(N=C1N)C(CC(=O)N)NCC(C(=O)N)N)C(=O)NC(C(C2=CN=CN2)OC3C(C(C(C(O3)CO)O)O)OC4C(C(C(C(O4)CO)O)OC(=O)N)O)C(=O)NC(C)C(C(C)C(=O)NC(C(C)O)C(=O)NCCC5=NC(=CS5)C6=NC(=CS6)C(=O)NCCC[S+](C)C)O. Drug 2: CCCCC(=O)OCC(=O)C1(CC(C2=C(C1)C(=C3C(=C2O)C(=O)C4=C(C3=O)C=CC=C4OC)O)OC5CC(C(C(O5)C)O)NC(=O)C(F)(F)F)O. Cell line: NCI/ADR-RES. Synergy scores: CSS=41.6, Synergy_ZIP=-4.44, Synergy_Bliss=-5.24, Synergy_Loewe=-28.2, Synergy_HSA=-3.41. (3) Drug 1: CC1OCC2C(O1)C(C(C(O2)OC3C4COC(=O)C4C(C5=CC6=C(C=C35)OCO6)C7=CC(=C(C(=C7)OC)O)OC)O)O. Synergy scores: CSS=14.4, Synergy_ZIP=-6.85, Synergy_Bliss=-6.76, Synergy_Loewe=-7.62, Synergy_HSA=-4.81. Drug 2: CC1(CCCN1)C2=NC3=C(C=CC=C3N2)C(=O)N. Cell line: OVCAR3. (4) Drug 1: CC1=CC=C(C=C1)C2=CC(=NN2C3=CC=C(C=C3)S(=O)(=O)N)C(F)(F)F. Drug 2: CCC1(CC2CC(C3=C(CCN(C2)C1)C4=CC=CC=C4N3)(C5=C(C=C6C(=C5)C78CCN9C7C(C=CC9)(C(C(C8N6C=O)(C(=O)OC)O)OC(=O)C)CC)OC)C(=O)OC)O.OS(=O)(=O)O. Cell line: MALME-3M. Synergy scores: CSS=36.1, Synergy_ZIP=-7.10, Synergy_Bliss=0.267, Synergy_Loewe=-36.9, Synergy_HSA=-1.83.